Dataset: Reaction yield outcomes from USPTO patents with 853,638 reactions. Task: Predict the reaction yield, written as a fraction of the theoretical maximum amount of product (1.0 means a 100% yield; for example, 0.34 means a 34% yield). (1) The catalyst is CO. The reactants are [Cl:1][C:2]1[C:14]([Cl:15])=[CH:13][C:12]([Cl:16])=[CH:11][C:3]=1[C:4]([NH:6][CH2:7][CH:8]=[N:9][OH:10])=[O:5].CN(C1C=CC(N=NC2C=CC(S(O)(=O)=O)=CC=2)=CC=1)C.[CH3:38][OH:39].Cl.C([BH3-])#N.[Na+]. The yield is 0.320. The product is [Cl:1][C:2]1[C:14]([Cl:15])=[CH:13][C:12]([Cl:16])=[CH:11][C:3]=1[C:4]([NH:6][CH2:7][CH2:8][N:9]([CH:38]=[O:39])[OH:10])=[O:5]. (2) The catalyst is [Cl-].[NH4+]. The reactants are C(=O)[C:2]1[CH:9]=[CH:8][C:5]([CH:6]=[O:7])=[CH:4][CH:3]=1.C(O)C.C(O[CH:17]([O:21][CH2:22][CH3:23])[O:18][CH2:19][CH3:20])C. The yield is 0.500. The product is [CH2:22]([O:21][CH:17]([O:18][CH2:19][CH3:20])[C:2]1[CH:9]=[CH:8][C:5]([CH:6]=[O:7])=[CH:4][CH:3]=1)[CH3:23].